Dataset: Forward reaction prediction with 1.9M reactions from USPTO patents (1976-2016). Task: Predict the product of the given reaction. (1) Given the reactants Br[CH2:2][C:3]1[C:13]([Cl:14])=[N:12][CH:11]=[CH:10][C:4]=1[C:5]([O:7]CC)=O.Cl.[F:16][C:17]1([F:32])[CH2:22][CH2:21][N:20]([C:23]2[N:28]=[CH:27][C:26]([CH2:29][NH2:30])=[CH:25][C:24]=2[CH3:31])[CH2:19][CH2:18]1, predict the reaction product. The product is: [Cl:14][C:13]1[C:3]2[CH2:2][N:30]([CH2:29][C:26]3[CH:27]=[N:28][C:23]([N:20]4[CH2:19][CH2:18][C:17]([F:32])([F:16])[CH2:22][CH2:21]4)=[C:24]([CH3:31])[CH:25]=3)[C:5](=[O:7])[C:4]=2[CH:10]=[CH:11][N:12]=1. (2) Given the reactants [F:1][C:2]1[CH:3]=[C:4]([CH:16]=[CH:17][CH:18]=1)[NH:5][CH2:6]N1C2C=CC=CC=2N=N1.[BH4-].[Na+].Cl.[OH-].[Na+], predict the reaction product. The product is: [F:1][C:2]1[CH:3]=[C:4]([CH:16]=[CH:17][CH:18]=1)[NH:5][CH3:6]. (3) Given the reactants C1(P(C2C=CC=CC=2)C2C=CC=CC=2)C=CC=CC=1.BrN1C(=O)CCC1=O.[CH:28]1([CH2:33][CH:34]([C:38]2[CH:43]=[CH:42][C:41]([N:44]3[C:48]([CH3:49])=[N:47][N:46]=[N:45]3)=[C:40]([F:50])[CH:39]=2)[C:35]([OH:37])=O)[CH2:32][CH2:31][CH2:30][CH2:29]1.[NH2:51][C:52]1[S:53][CH:54]=[CH:55][N:56]=1, predict the reaction product. The product is: [CH:28]1([CH2:33][CH:34]([C:38]2[CH:43]=[CH:42][C:41]([N:44]3[C:48]([CH3:49])=[N:47][N:46]=[N:45]3)=[C:40]([F:50])[CH:39]=2)[C:35]([NH:51][C:52]2[S:53][CH:54]=[CH:55][N:56]=2)=[O:37])[CH2:29][CH2:30][CH2:31][CH2:32]1. (4) Given the reactants [CH:1]12[CH2:10][CH2:9][CH:5]([NH:6][C:7]1=[O:8])[CH2:4][NH:3][CH2:2]2.Cl[C:12]1[N:17]=[CH:16][C:15]([B:18]([OH:20])[OH:19])=[CH:14][N:13]=1, predict the reaction product. The product is: [O:8]=[C:7]1[CH:1]2[CH2:10][CH2:9][CH:5]([CH2:4][N:3]([C:12]3[N:17]=[CH:16][C:15]([B:18]([OH:20])[OH:19])=[CH:14][N:13]=3)[CH2:2]2)[NH:6]1. (5) Given the reactants [OH:1][C@@H:2]1[CH2:6][CH2:5][N:4]([C:7]2[N:12]=[CH:11][C:10]([NH:13][C:14](=[O:22])OC3C=CC=CC=3)=[CH:9][CH:8]=2)[CH2:3]1.[Cl:23][C:24]1[CH:25]=[C:26]([N:30]2[C:34]([CH2:35][NH2:36])=[CH:33][C:32]([C:37]([F:40])([F:39])[F:38])=[N:31]2)[CH:27]=[CH:28][CH:29]=1.C(N(CC)CC)C, predict the reaction product. The product is: [Cl:23][C:24]1[CH:25]=[C:26]([N:30]2[C:34]([CH2:35][NH:36][C:14]([NH:13][C:10]3[CH:11]=[N:12][C:7]([N:4]4[CH2:5][CH2:6][C@@H:2]([OH:1])[CH2:3]4)=[CH:8][CH:9]=3)=[O:22])=[CH:33][C:32]([C:37]([F:38])([F:39])[F:40])=[N:31]2)[CH:27]=[CH:28][CH:29]=1.